Dataset: Full USPTO retrosynthesis dataset with 1.9M reactions from patents (1976-2016). Task: Predict the reactants needed to synthesize the given product. (1) Given the product [CH3:1][O:2][C:3]1[CH:12]=[C:11]2[C:6]([CH:7]=[C:8]([C:14]([NH:36][CH2:35][C@@H:33]3[O:32][C:31](=[O:37])[N:30]([C:20]4[CH:21]=[CH:22][C:23]([N:24]5[CH2:25][CH2:26][S:27][CH2:28][CH2:29]5)=[C:18]([F:17])[CH:19]=4)[CH2:34]3)=[O:16])[C:9]([CH3:13])=[N:10]2)=[CH:5][CH:4]=1, predict the reactants needed to synthesize it. The reactants are: [CH3:1][O:2][C:3]1[CH:12]=[C:11]2[C:6]([CH:7]=[C:8]([C:14]([OH:16])=O)[C:9]([CH3:13])=[N:10]2)=[CH:5][CH:4]=1.[F:17][C:18]1[CH:19]=[C:20]([N:30]2[CH2:34][C@H:33]([CH2:35][NH2:36])[O:32][C:31]2=[O:37])[CH:21]=[CH:22][C:23]=1[N:24]1[CH2:29][CH2:28][S:27][CH2:26][CH2:25]1. (2) The reactants are: [Br:1]N1C(=O)CCC1=O.C1(P(C2C=CC=CC=2)C2C=CC=CC=2)C=CC=CC=1.N1C=CC=CC=1.O[CH2:35][CH2:36][CH2:37][C@H:38]([NH:47][C:48]([O:50][C:51]([CH3:54])([CH3:53])[CH3:52])=[O:49])[C:39]([O:41][CH:42]1[CH2:46][CH2:45][CH2:44][CH2:43]1)=[O:40]. Given the product [Br:1][CH2:35][CH2:36][CH2:37][C@H:38]([NH:47][C:48]([O:50][C:51]([CH3:54])([CH3:53])[CH3:52])=[O:49])[C:39]([O:41][CH:42]1[CH2:46][CH2:45][CH2:44][CH2:43]1)=[O:40], predict the reactants needed to synthesize it. (3) Given the product [C:58]1([C:61]2[CH:62]=[CH:63][CH:64]=[CH:65][CH:66]=2)[CH:57]=[CH:56][C:55]([CH2:54][C@@H:46]([NH:45][C:6]([C:5]2[CH:4]=[C:3]([C:9]([OH:11])=[O:10])[NH:2][N:1]=2)=[O:8])[CH2:47][C:48]2([C:51]([OH:53])=[O:52])[CH2:50][CH2:49]2)=[CH:60][CH:59]=1, predict the reactants needed to synthesize it. The reactants are: [NH:1]1[C:5]([C:6]([OH:8])=O)=[CH:4][C:3]([C:9]([OH:11])=[O:10])=[N:2]1.CCN(C(C)C)C(C)C.CN(C(ON1N=NC2C=CC=NC1=2)=[N+](C)C)C.F[P-](F)(F)(F)(F)F.[NH2:45][C@H:46]([CH2:54][C:55]1[CH:60]=[CH:59][C:58]([C:61]2[CH:66]=[CH:65][CH:64]=[CH:63][CH:62]=2)=[CH:57][CH:56]=1)[CH2:47][C:48]1([C:51]([OH:53])=[O:52])[CH2:50][CH2:49]1. (4) Given the product [CH3:16][N:17]1[C:22](=[O:23])[C:21]2=[C:24]([C:38]3[CH:39]=[CH:40][N:41]=[CH:42][CH:43]=3)[N:25]([CH2:27][C:28]3[C:37]4[C:32](=[CH:33][CH:34]=[CH:35][CH:36]=4)[CH:31]=[CH:30][CH:29]=3)[N:26]=[C:20]2[N:19]([CH2:2][C:3]2[CH:8]=[CH:7][CH:6]=[CH:5][C:4]=2[CH3:9])[C:18]1=[O:44], predict the reactants needed to synthesize it. The reactants are: Cl[CH2:2][C:3]1[CH:8]=[CH:7][CH:6]=[CH:5][C:4]=1[CH3:9].C(=O)([O-])[O-].[K+].[K+].[CH3:16][N:17]1[C:22](=[O:23])[C:21]2=[C:24]([C:38]3[CH:43]=[CH:42][N:41]=[CH:40][CH:39]=3)[N:25]([CH2:27][C:28]3[C:37]4[C:32](=[CH:33][CH:34]=[CH:35][CH:36]=4)[CH:31]=[CH:30][CH:29]=3)[N:26]=[C:20]2[NH:19][C:18]1=[O:44]. (5) Given the product [Br:19][C:12]1[NH:11][C:10]2[C:9]3=[N:15][CH:16]=[N:17][N:8]3[C:7](=[O:18])[N:6]([CH2:1][CH2:2][CH2:3][CH2:4][CH3:5])[C:14]=2[N:13]=1, predict the reactants needed to synthesize it. The reactants are: [CH2:1]([N:6]1[C:14]2[N:13]=[CH:12][NH:11][C:10]=2[C:9]2=[N:15][CH:16]=[N:17][N:8]2[C:7]1=[O:18])[CH2:2][CH2:3][CH2:4][CH3:5].[Br:19]N1C(=O)CCC1=O.